From a dataset of Peptide-MHC class I binding affinity with 185,985 pairs from IEDB/IMGT. Regression. Given a peptide amino acid sequence and an MHC pseudo amino acid sequence, predict their binding affinity value. This is MHC class I binding data. (1) The peptide sequence is WRWKSQVTI. The MHC is HLA-A68:02 with pseudo-sequence HLA-A68:02. The binding affinity (normalized) is 0.0847. (2) The peptide sequence is GTVLVQVKYE. The MHC is HLA-A30:01 with pseudo-sequence HLA-A30:01. The binding affinity (normalized) is 0.203. (3) The peptide sequence is STFNMWREI. The MHC is HLA-A02:03 with pseudo-sequence HLA-A02:03. The binding affinity (normalized) is 0.393. (4) The peptide sequence is IVQLPKRGV. The MHC is HLA-A02:02 with pseudo-sequence HLA-A02:02. The binding affinity (normalized) is 0.132. (5) The peptide sequence is GSEEIKSLF. The MHC is HLA-A30:01 with pseudo-sequence HLA-A30:01. The binding affinity (normalized) is 0.0847. (6) The peptide sequence is WDAYIPHYV. The MHC is HLA-B44:02 with pseudo-sequence HLA-B44:02. The binding affinity (normalized) is 0.213. (7) The peptide sequence is IFNEDTSYY. The MHC is HLA-A33:01 with pseudo-sequence HLA-A33:01. The binding affinity (normalized) is 0. (8) The peptide sequence is DSPATLSAY. The MHC is HLA-A24:03 with pseudo-sequence HLA-A24:03. The binding affinity (normalized) is 0.0847. (9) The peptide sequence is CVRMYNPTNI. The MHC is Mamu-B08 with pseudo-sequence Mamu-B08. The binding affinity (normalized) is 0.305.